From a dataset of Forward reaction prediction with 1.9M reactions from USPTO patents (1976-2016). Predict the product of the given reaction. (1) Given the reactants [O:1]1[CH:5]=[CH:4][CH:3]=[C:2]1[C:6]1[N:7]=[C:8]([NH:17][C:18]([CH:20]2[CH2:25][CH2:24][NH:23][CH2:22][CH2:21]2)=[O:19])[S:9][C:10]=1[N:11]1[CH2:16][CH2:15][O:14][CH2:13][CH2:12]1.[C:26](OC(=O)C)(=[O:28])[CH3:27], predict the reaction product. The product is: [C:26]([N:23]1[CH2:24][CH2:25][CH:20]([C:18]([NH:17][C:8]2[S:9][C:10]([N:11]3[CH2:16][CH2:15][O:14][CH2:13][CH2:12]3)=[C:6]([C:2]3[O:1][CH:5]=[CH:4][CH:3]=3)[N:7]=2)=[O:19])[CH2:21][CH2:22]1)(=[O:28])[CH3:27]. (2) Given the reactants [Cl:1][C:2]1[CH:7]=[CH:6][C:5]([S:8]([NH:11][C@@H:12]([C:20]2[CH:24]([CH2:25][CH3:26])[C:23](=[O:27])[O:22][N:21]=2)[CH2:13][C:14]2[CH:19]=[CH:18][CH:17]=[CH:16][CH:15]=2)(=[O:10])=[O:9])=[CH:4][CH:3]=1.[CH3:28][Si](CNN)(C)C.O, predict the reaction product. The product is: [Cl:1][C:2]1[CH:7]=[CH:6][C:5]([S:8]([NH:11][C@@H:12]([C:20]2[C:24]([CH2:25][CH3:26])=[C:23]([O:27][CH3:28])[O:22][N:21]=2)[CH2:13][C:14]2[CH:19]=[CH:18][CH:17]=[CH:16][CH:15]=2)(=[O:10])=[O:9])=[CH:4][CH:3]=1. (3) Given the reactants [CH2:1]([O:3][C:4]([C:6]1[N:7]([CH3:29])[C:8]([CH2:27][CH3:28])=[C:9]([C:25]#[N:26])[C:10]=1[C:11]1[CH:16]=[CH:15][C:14](OS(C(F)(F)F)(=O)=O)=[CH:13][CH:12]=1)=[O:5])[CH3:2].[NH:30]1[CH2:34][CH2:33][CH2:32][CH2:31]1.C(=O)([O-])[O-].[Cs+].[Cs+], predict the reaction product. The product is: [CH2:1]([O:3][C:4]([C:6]1[N:7]([CH3:29])[C:8]([CH2:27][CH3:28])=[C:9]([C:25]#[N:26])[C:10]=1[C:11]1[CH:16]=[CH:15][C:14]([N:30]2[CH2:34][CH2:33][CH2:32][CH2:31]2)=[CH:13][CH:12]=1)=[O:5])[CH3:2]. (4) Given the reactants [S:1]1[CH:5]=[C:4]([CH:6]([NH:10][C:11]2[CH:16]=[CH:15][CH:14]=[C:13]([F:17])[CH:12]=2)[C:7]([OH:9])=[O:8])[C:3]2[CH:18]=[CH:19][CH:20]=[CH:21][C:2]1=2.[N:22]12[CH2:29][CH2:28][CH:25]([CH2:26][CH2:27]1)[C@@H:24](O)[CH2:23]2.C1C=CC2N(O)N=NC=2C=1.C1CCC(N=C=NC2CCCCC2)CC1, predict the reaction product. The product is: [S:1]1[CH:5]=[C:4]([CH:6]([NH:10][C:11]2[CH:16]=[CH:15][CH:14]=[C:13]([F:17])[CH:12]=2)[C:7]([O:9][C@@H:24]2[CH:25]3[CH2:28][CH2:29][N:22]([CH2:27][CH2:26]3)[CH2:23]2)=[O:8])[C:3]2[CH:18]=[CH:19][CH:20]=[CH:21][C:2]1=2. (5) The product is: [C:22]([OH:29])(=[O:21])[CH3:27].[NH2:44][C:45]1[N:46]([CH2:35][C:36]([N:1]2[CH2:2][CH:3]([N:5]3[C:9]4=[N:10][CH:11]=[N:12][C:13]([NH2:14])=[C:8]4[C:7]([C:15]4[CH:16]=[CH:17][C:18]([O:21][C:22]5[CH:27]=[CH:26][CH:25]=[CH:24][CH:23]=5)=[CH:19][CH:20]=4)=[N:6]3)[CH2:4]2)=[O:37])[CH:47]=[CH:48][N:49]=1. Given the reactants [NH:1]1[CH2:4][CH:3]([N:5]2[C:9]3=[N:10][CH:11]=[N:12][C:13]([NH2:14])=[C:8]3[C:7]([C:15]3[CH:20]=[CH:19][C:18]([O:21][C:22]4[CH:27]=[CH:26][CH:25]=[CH:24][CH:23]=4)=[CH:17][CH:16]=3)=[N:6]2)[CH2:2]1.C(=O)([O-])[O-:29].[K+].[K+].Cl[CH2:35][C:36](Cl)=[O:37].S(O)(O)(=O)=O.[NH2:44][C:45]1[NH:46][CH:47]=[CH:48][N:49]=1, predict the reaction product. (6) Given the reactants [Cl:1][C:2]1[CH:3]=[N:4][CH:5]=[C:6]([Cl:20])[C:7]=1[S:8][C:9]1[S:13][C:12]([C:14]([OH:16])=O)=[CH:11][C:10]=1[N+:17]([O-:19])=[O:18].[CH3:21][N:22]1[CH2:27][CH2:26][N:25]([CH2:28][CH2:29][NH2:30])[CH2:24][CH2:23]1, predict the reaction product. The product is: [Cl:20][C:6]1[CH:5]=[N:4][CH:3]=[C:2]([Cl:1])[C:7]=1[S:8][C:9]1[S:13][C:12]([C:14]([NH:30][CH2:29][CH2:28][N:25]2[CH2:26][CH2:27][N:22]([CH3:21])[CH2:23][CH2:24]2)=[O:16])=[CH:11][C:10]=1[N+:17]([O-:19])=[O:18]. (7) Given the reactants [NH:1]1[C:9]2[C:4](=[CH:5][C:6]([C:10]([OH:12])=O)=[CH:7][CH:8]=2)[CH:3]=[CH:2]1.[NH2:13][CH2:14][CH2:15][OH:16], predict the reaction product. The product is: [OH:16][CH2:15][CH2:14][NH:13][C:10]([C:6]1[CH:5]=[C:4]2[C:9](=[CH:8][CH:7]=1)[NH:1][CH:2]=[CH:3]2)=[O:12].